Predict the reaction yield, written as a fraction of the theoretical maximum amount of product (1.0 means a 100% yield; for example, 0.34 means a 34% yield). From a dataset of Reaction yield outcomes from USPTO patents with 853,638 reactions. The reactants are [NH2:1][C:2]1[CH:7]=[C:6]([CH2:8][CH3:9])[C:5]([NH:10][S:11]([C:14]2[CH:19]=[CH:18][C:17]([CH3:20])=[CH:16][CH:15]=2)(=[O:13])=[O:12])=[C:4]([CH2:21][CH3:22])[CH:3]=1.Br[CH2:24][CH2:25][O:26][CH2:27][CH2:28]Br.C(N(CC)C(C)C)(C)C.CN1CCCC1. The catalyst is C(OCC)(=O)C. The product is [CH2:8]([C:6]1[CH:7]=[C:2]([N:1]2[CH2:28][CH2:27][O:26][CH2:25][CH2:24]2)[CH:3]=[C:4]([CH2:21][CH3:22])[C:5]=1[NH:10][S:11]([C:14]1[CH:19]=[CH:18][C:17]([CH3:20])=[CH:16][CH:15]=1)(=[O:13])=[O:12])[CH3:9]. The yield is 0.910.